Task: Predict the product of the given reaction.. Dataset: Forward reaction prediction with 1.9M reactions from USPTO patents (1976-2016) (1) Given the reactants [F:1][C:2]1[C:10]2[C:9](Cl)=[N:8][CH:7]=[N:6][C:5]=2[NH:4][CH:3]=1.C([O:20][C@:21]1([CH3:46])[C@H:26]([O:27]C(=O)C2C=CC=CC=2)[C@@H:25]([CH2:36][O:37]C(=O)C2C=CC=CC=2)[O:24][CH:22]1O)(=O)C1C=CC=CC=1.C1(P(C2C=CC=CC=2)C2C=CC=CC=2)C=CC=CC=1.[N:66](C(OCC)=O)=NC(OCC)=O, predict the reaction product. The product is: [NH2:66][C:9]1[C:10]2[C:2]([F:1])=[CH:3][N:4]([C@@H:22]3[O:24][C@H:25]([CH2:36][OH:37])[C@@H:26]([OH:27])[C@@:21]3([CH3:46])[OH:20])[C:5]=2[N:6]=[CH:7][N:8]=1. (2) Given the reactants [CH2:1]([O:3][C@H:4]1[CH2:9][CH2:8][C@H:7]([N:10]2[CH2:15][CH2:14][CH:13]([NH:16][C:17]3[C:18]([NH2:24])=[CH:19][CH:20]=[C:21]([F:23])[CH:22]=3)[CH2:12][CH2:11]2)[CH2:6][CH2:5]1)[CH3:2].C(N(C(C)C)CC)(C)C.[Cl:34][C:35](Cl)([O:37]C(=O)OC(Cl)(Cl)Cl)Cl.C([O-])(O)=O.[Na+], predict the reaction product. The product is: [ClH:34].[CH2:1]([O:3][C@H:4]1[CH2:9][CH2:8][C@H:7]([N:10]2[CH2:15][CH2:14][CH:13]([N:16]3[C:17]4[CH:22]=[C:21]([F:23])[CH:20]=[CH:19][C:18]=4[NH:24][C:35]3=[O:37])[CH2:12][CH2:11]2)[CH2:6][CH2:5]1)[CH3:2].